The task is: Predict the reaction yield, written as a fraction of the theoretical maximum amount of product (1.0 means a 100% yield; for example, 0.34 means a 34% yield).. This data is from Reaction yield outcomes from USPTO patents with 853,638 reactions. (1) The reactants are [C:1](Cl)(=[O:5])[CH2:2][CH2:3][CH3:4].[NH2:7][C:8]1[C:16]2[C:11](=[N:12][CH:13]=[C:14]([Br:31])[C:15]=2[N:17]2[CH2:22][CH2:21][CH2:20][C@@H:19]([NH:23][C:24](=[O:30])[O:25][C:26]([CH3:29])([CH3:28])[CH3:27])[CH2:18]2)[NH:10][CH:9]=1.C(N(CC)CC)C.[Li+].[OH-]. The catalyst is ClCCl.CN1C(=O)CCC1.C1COCC1.CC#N.O. The product is [Br:31][C:14]1[C:15]([N:17]2[CH2:22][CH2:21][CH2:20][C@@H:19]([NH:23][C:24](=[O:30])[O:25][C:26]([CH3:28])([CH3:27])[CH3:29])[CH2:18]2)=[C:16]2[C:8]([NH:7][C:1](=[O:5])[CH2:2][CH2:3][CH3:4])=[CH:9][NH:10][C:11]2=[N:12][CH:13]=1. The yield is 1.00. (2) The reactants are C[O:2][C:3]1(OC)[CH2:8][CH2:7][N:6]([C:9]2[CH:14]=[CH:13][C:12]([N:15]3[CH2:19][C@H:18]([CH2:20][CH2:21][C:22]([NH2:24])=[O:23])[O:17][C:16]3=[O:25])=[CH:11][CH:10]=2)[CH2:5][CH:4]1[F:26].CSC.C(Cl)(=O)C. No catalyst specified. The product is [O:2]=[C:3]1[CH2:8][CH2:7][N:6]([C:9]2[CH:14]=[CH:13][C:12]([N:15]3[CH2:19][C@H:18]([CH2:20][CH2:21][C:22]([NH2:24])=[O:23])[O:17][C:16]3=[O:25])=[CH:11][CH:10]=2)[CH2:5][CH:4]1[F:26]. The yield is 0.610. (3) The reactants are [Br:1][C:2]1[CH:7]=[C:6]([F:8])[CH:5]=[C:4]([Br:9])[C:3]=1I.C([Mg]Cl)(C)C.CN([CH:19]=[O:20])C. The catalyst is C1(C)C=CC=CC=1. The product is [Br:1][C:2]1[CH:7]=[C:6]([F:8])[CH:5]=[C:4]([Br:9])[C:3]=1[CH:19]=[O:20]. The yield is 0.540. (4) The reactants are C([O:5][C:6]([C:8]1[CH:30]=[CH:29][C:11]([O:12][C:13]2[CH:22]=[C:21]3[C:16]([CH:17]([C:23]([O:25][CH3:26])=[O:24])[CH2:18][CH2:19][O:20]3)=[CH:15][C:14]=2[C:27]#[N:28])=[CH:10][CH:9]=1)=[O:7])(C)(C)C.C(O)(C(F)(F)F)=O. The catalyst is C(Cl)Cl. The product is [C:27]([C:14]1[CH:15]=[C:16]2[C:21](=[CH:22][C:13]=1[O:12][C:11]1[CH:29]=[CH:30][C:8]([C:6]([OH:7])=[O:5])=[CH:9][CH:10]=1)[O:20][CH2:19][CH2:18][CH:17]2[C:23]([O:25][CH3:26])=[O:24])#[N:28]. The yield is 0.695. (5) The reactants are II.[N+:3]([C:6]1[CH:15]=[C:14]2[C:9]([CH2:10][CH2:11][NH:12][CH2:13]2)=[CH:8][CH:7]=1)([O-:5])=[O:4]. The catalyst is C(O)C. The product is [N+:3]([C:6]1[CH:15]=[C:14]2[C:9]([CH:10]=[CH:11][N:12]=[CH:13]2)=[CH:8][CH:7]=1)([O-:5])=[O:4]. The yield is 0.360. (6) The yield is 0.400. The reactants are CN(C)/[CH:3]=[CH:4]/[C:5]1[C:15]([N+:16]([O-])=O)=[CH:14][C:13]([N+:19]([O-])=O)=[CH:12][C:6]=1[C:7]([O:9][CH2:10][CH3:11])=[O:8].Cl[Sn]Cl. The catalyst is C(O)C. The product is [NH2:19][C:13]1[CH:12]=[C:6]([C:7]([O:9][CH2:10][CH3:11])=[O:8])[C:5]2[CH:4]=[CH:3][NH:16][C:15]=2[CH:14]=1. (7) The reactants are Cl.[Cl:2][C:3]1[CH:8]=[CH:7][C:6]([S:9]([CH:12]([C:21]2[CH:26]=[C:25]([F:27])[CH:24]=[CH:23][C:22]=2[F:28])[C:13]2[N:18]=[CH:17][C:16]([CH2:19][NH2:20])=[CH:15][CH:14]=2)(=[O:11])=[O:10])=[CH:5][CH:4]=1.C(N(CC)CC)C.Cl.C(N=C=NCCCN(C)C)C.[CH3:48][C:49]1[CH:54]=[CH:53][C:52]([S:55]([NH:58][CH2:59][C:60](O)=[O:61])(=[O:57])=[O:56])=[CH:51][CH:50]=1. The catalyst is CN(C)C1C=CN=CC=1.ClCCl.CCCCCC. The product is [Cl:2][C:3]1[CH:8]=[CH:7][C:6]([S:9]([CH:12]([C:21]2[CH:26]=[C:25]([F:27])[CH:24]=[CH:23][C:22]=2[F:28])[C:13]2[N:18]=[CH:17][C:16]([CH2:19][NH:20][C:60](=[O:61])[CH2:59][NH:58][S:55]([C:52]3[CH:53]=[CH:54][C:49]([CH3:48])=[CH:50][CH:51]=3)(=[O:57])=[O:56])=[CH:15][CH:14]=2)(=[O:11])=[O:10])=[CH:5][CH:4]=1. The yield is 0.730. (8) The reactants are [CH3:1][C:2]1[NH:3][C:4]2[C:9]([CH:10]=1)=[CH:8][CH:7]=[CH:6][CH:5]=2.I[C:12]1[CH:17]=[CH:16][C:15]([O:18][CH3:19])=[CH:14][CH:13]=1.N[C@@H]1CCCC[C@H]1N.[O-]P([O-])([O-])=O.[K+].[K+].[K+]. The catalyst is O1CCOCC1.[Cu]I. The product is [CH3:19][O:18][C:15]1[CH:16]=[CH:17][C:12]([N:3]2[C:4]3[C:9](=[CH:8][CH:7]=[CH:6][CH:5]=3)[CH:10]=[C:2]2[CH3:1])=[CH:13][CH:14]=1. The yield is 0.740. (9) The yield is 0.200. No catalyst specified. The product is [OH:40][C:32]1[CH:31]=[C:30]([CH:25]2[C:8]([C:9]3[CH:14]=[CH:13][CH:12]=[CH:11][CH:10]=3)=[C:7]([C:5]3[CH:4]=[N:3][N:2]([CH3:1])[CH:6]=3)[NH:28][C:27](=[O:29])[NH:26]2)[CH:35]=[CH:34][C:33]=1[C:50]([OH:51])=[O:56]. The reactants are [CH3:1][N:2]1[CH:6]=[C:5]([C:7](=O)[CH2:8][C:9]2[CH:14]=[CH:13][CH:12]=[CH:11][CH:10]=2)[CH:4]=[N:3]1.NC1C=CC(C2[NH:28][C:27](=[O:29])[NH:26][CH:25]([C:30]3[CH:35]=[C:34]([N+]([O-])=O)[C:33](O)=[C:32]([O:40]CC)[CH:31]=3)C=2C2C=CC=CC=2)=CC=1.N[C:50](N)=[O:51].Cl.CC[OH:56]. (10) The reactants are C([NH:4][C:5]1[C:6]([F:15])=[C:7]([CH:11]=[CH:12][C:13]=1[Cl:14])[C:8]([OH:10])=[O:9])(=O)C.Cl. No catalyst specified. The product is [NH2:4][C:5]1[C:6]([F:15])=[C:7]([CH:11]=[CH:12][C:13]=1[Cl:14])[C:8]([OH:10])=[O:9]. The yield is 0.960.